Dataset: Full USPTO retrosynthesis dataset with 1.9M reactions from patents (1976-2016). Task: Predict the reactants needed to synthesize the given product. Given the product [OH:24][C:20]1[NH:19][C:18](=[O:25])[N:17]([CH2:16][C:10]2[CH:11]=[CH:12][CH:13]=[CH:14][CH:15]=2)[C:22](=[O:23])[C:21]=1[C:2]([NH:1][CH2:4][C:5]([O:7][CH2:8][CH3:9])=[O:6])=[O:3], predict the reactants needed to synthesize it. The reactants are: [N:1]([CH2:4][C:5]([O:7][CH2:8][CH3:9])=[O:6])=[C:2]=[O:3].[C:10]1([CH2:16][N:17]2[C:22](=[O:23])[CH2:21][C:20](=[O:24])[NH:19][C:18]2=[O:25])[CH:15]=[CH:14][CH:13]=[CH:12][CH:11]=1.C(N(C(C)C)C(C)C)C.